This data is from Forward reaction prediction with 1.9M reactions from USPTO patents (1976-2016). The task is: Predict the product of the given reaction. (1) Given the reactants [F:1][C:2]1[CH:10]=[CH:9][CH:8]=[CH:7][C:3]=1[CH2:4][Mg]Br.FC1C=CC=CC=1CBr.[Mg].[CH3:21][CH:22]([CH3:30])[C:23](=[O:29])[C:24]([O:26]CC)=[O:25].[NH4+].[Cl-], predict the reaction product. The product is: [F:1][C:2]1[CH:10]=[CH:9][CH:8]=[CH:7][C:3]=1[CH2:4][C:23]([OH:29])([CH:22]([CH3:30])[CH3:21])[C:24]([OH:26])=[O:25]. (2) Given the reactants [CH:1]1([N:4]2[C:13]3[C:8](=[C:9](F)[C:10]([F:25])=[C:11]([NH:15][CH2:16][CH2:17][NH:18][C:19]4[CH:24]=[CH:23][CH:22]=[CH:21][N:20]=4)[C:12]=3[F:14])[C:7](=[O:27])[CH:6]=[C:5]2[C:28]([O:30][CH2:31][CH3:32])=[O:29])[CH2:3][CH2:2]1.C(N(CC)CC)C.[CH3:40][O:41][C:42]1[CH:49]=[CH:48][C:45]([CH2:46][NH2:47])=[CH:44][CH:43]=1.O, predict the reaction product. The product is: [CH:1]1([N:4]2[C:13]3[C:8](=[C:9]([NH:47][CH2:46][C:45]4[CH:48]=[CH:49][C:42]([O:41][CH3:40])=[CH:43][CH:44]=4)[C:10]([F:25])=[C:11]([NH:15][CH2:16][CH2:17][NH:18][C:19]4[CH:24]=[CH:23][CH:22]=[CH:21][N:20]=4)[C:12]=3[F:14])[C:7](=[O:27])[CH:6]=[C:5]2[C:28]([O:30][CH2:31][CH3:32])=[O:29])[CH2:3][CH2:2]1. (3) Given the reactants [CH3:1][O:2][C:3]([NH:5][C@H:6]([C:10]([N:12]1[C@@H:16]([CH3:17])[CH2:15][CH2:14][C@H:13]1[C:18]1[NH:22][C:21]2[C:23]3[C:28]([CH:29]=[CH:30][C:20]=2[N:19]=1)=[CH:27][C:26]1[C:31]2[C:36]([CH2:37][O:38][C:25]=1[CH:24]=3)=[CH:35][C:34]([C:39]1[NH:43][C:42]([C@@H:44]3[CH2:48][C@H:47]([CH2:49][O:50][CH3:51])[CH2:46][N:45]3C(OC(C)(C)C)=O)=[N:41][CH:40]=1)=[CH:33][CH:32]=2)=[O:11])[CH:7]([CH3:9])[CH3:8])=[O:4].Cl.[CH3:60][O:61][C:62]([NH:64][C@@H:65]([C@@H:69]([CH3:72])[CH2:70][CH3:71])[C:66]([OH:68])=O)=[O:63].CN(C(ON1N=NC2C=CC=NC1=2)=[N+](C)C)C.F[P-](F)(F)(F)(F)F.CCN(C(C)C)C(C)C, predict the reaction product. The product is: [CH3:1][O:2][C:3]([NH:5][C@@H:6]([CH:7]([CH3:9])[CH3:8])[C:10]([N:12]1[C@@H:16]([CH3:17])[CH2:15][CH2:14][C@H:13]1[C:18]1[NH:22][C:21]2[C:23]3[C:28]([CH:29]=[CH:30][C:20]=2[N:19]=1)=[CH:27][C:26]1[C:31]2[C:36]([CH2:37][O:38][C:25]=1[CH:24]=3)=[CH:35][C:34]([C:39]1[NH:43][C:42]([C@@H:44]3[CH2:48][C@H:47]([CH2:49][O:50][CH3:51])[CH2:46][N:45]3[C:66](=[O:68])[C@@H:65]([NH:64][C:62](=[O:63])[O:61][CH3:60])[C@@H:69]([CH3:72])[CH2:70][CH3:71])=[N:41][CH:40]=1)=[CH:33][CH:32]=2)=[O:11])=[O:4].